Dataset: Reaction yield outcomes from USPTO patents with 853,638 reactions. Task: Predict the reaction yield, written as a fraction of the theoretical maximum amount of product (1.0 means a 100% yield; for example, 0.34 means a 34% yield). (1) The reactants are Br[C:2]1[N:3]=[C:4]([C:23]2[O:24][C:25]([C:28]3[S:29][CH:30]=[CH:31][C:32]=3[CH3:33])=[N:26][N:27]=2)[C:5]([N:8]([C:16]([O:18][C:19]([CH3:22])([CH3:21])[CH3:20])=[O:17])[C:9](=[O:15])[O:10][C:11]([CH3:14])([CH3:13])[CH3:12])=[N:6][CH:7]=1.[C:34]([C:36]1[CH:37]=[C:38]([CH:55]=[CH:56][C:57]=1B1OC(C)(C)C(C)(C)O1)[C:39]([N:41]1[CH2:47][CH2:46][CH2:45][N:44]([C:48]([O:50][C:51]([CH3:54])([CH3:53])[CH3:52])=[O:49])[CH2:43][CH2:42]1)=[O:40])#[N:35].C([O-])([O-])=O.[Na+].[Na+]. The catalyst is CN(C=O)C.CCOC(C)=O.O. The product is [C:11]([O:10][C:9]([N:8]([C:16]([O:18][C:19]([CH3:22])([CH3:21])[CH3:20])=[O:17])[C:5]1[N:6]=[CH:7][C:2]([C:57]2[CH:56]=[CH:55][C:38]([C:39]([N:41]3[CH2:47][CH2:46][CH2:45][N:44]([C:48]([O:50][C:51]([CH3:52])([CH3:54])[CH3:53])=[O:49])[CH2:43][CH2:42]3)=[O:40])=[CH:37][C:36]=2[C:34]#[N:35])=[N:3][C:4]=1[C:23]1[O:24][C:25]([C:28]2[S:29][CH:30]=[CH:31][C:32]=2[CH3:33])=[N:26][N:27]=1)=[O:15])([CH3:14])([CH3:13])[CH3:12]. The yield is 0.550. (2) The reactants are C(O[C:6](=[O:28])[NH:7][C@@H:8]([CH2:21][C:22]1[CH:27]=[CH:26][CH:25]=[CH:24][CH:23]=1)[CH:9]([C:11](=[O:20])[NH:12][CH2:13][C:14]1[CH:19]=[CH:18][CH:17]=[CH:16][CH:15]=1)[OH:10])(C)(C)C.FC(F)(F)C(O)=O.C(N(CC)C(C)C)(C)C.[CH2:45]1[C:53]2[C:48](=[CH:49][CH:50]=[CH:51][CH:52]=2)[CH2:47][CH:46]1[C:54]([NH:56][C:57]1([C:60]([NH:62][C@@H:63]([CH2:67][C:68]2[CH:73]=[CH:72][C:71]([O:74][CH3:75])=[CH:70][CH:69]=2)C(O)=O)=[O:61])[CH2:59][CH2:58]1)=[O:55].CN(C(ON1N=NC2C=CC=NC1=2)=[N+](C)C)C.F[P-](F)(F)(F)(F)F. The catalyst is ClCCl. The product is [CH2:21]([C@H:8]([NH:7][C:6]([C@@H:63]([NH:62][C:60]([C:57]1([NH:56][C:54]([CH:46]2[CH2:45][C:53]3[C:48](=[CH:49][CH:50]=[CH:51][CH:52]=3)[CH2:47]2)=[O:55])[CH2:58][CH2:59]1)=[O:61])[CH2:67][C:68]1[CH:69]=[CH:70][C:71]([O:74][CH3:75])=[CH:72][CH:73]=1)=[O:28])[CH:9]([C:11](=[O:20])[NH:12][CH2:13][C:14]1[CH:15]=[CH:16][CH:17]=[CH:18][CH:19]=1)[OH:10])[C:22]1[CH:23]=[CH:24][CH:25]=[CH:26][CH:27]=1. The yield is 0.960. (3) The reactants are [CH3:1][O:2][C:3]([C:5]1[NH:6][CH:7]=[C:8]([Br:10])[CH:9]=1)=[O:4].[H-].[Na+].[NH4+:13].[Cl-]. The catalyst is CN(C=O)C. The product is [CH3:1][O:2][C:3]([C:5]1[N:6]([NH2:13])[CH:7]=[C:8]([Br:10])[CH:9]=1)=[O:4]. The yield is 0.770. (4) The reactants are [F:1][C:2]1[CH:7]=[CH:6][C:5]([CH:8]([OH:25])[CH2:9][O:10][C:11]2[CH:24]=[CH:23][C:14]([CH2:15][CH:16]3[S:20][C:19](=[O:21])[NH:18][C:17]3=[O:22])=[CH:13][CH:12]=2)=[CH:4][CH:3]=1.CS(C)=O.O=P12OP3(OP(OP(O3)(O1)=O)(=O)O2)=O.C(N(CC)CC)C. The catalyst is C(Cl)Cl. The product is [F:1][C:2]1[CH:3]=[CH:4][C:5]([C:8](=[O:25])[CH2:9][O:10][C:11]2[CH:24]=[CH:23][C:14]([CH2:15][CH:16]3[S:20][C:19](=[O:21])[NH:18][C:17]3=[O:22])=[CH:13][CH:12]=2)=[CH:6][CH:7]=1. The yield is 0.480.